Task: Predict the product of the given reaction.. Dataset: Forward reaction prediction with 1.9M reactions from USPTO patents (1976-2016) Given the reactants [CH:1]1([C:5]2[CH:12]=[N:11][CH:10]=[CH:9][C:6]=2[C:7]#[N:8])[CH2:4][CH2:3][CH2:2]1.FC(F)(F)C(O)=O.[CH3:20][O:21][CH2:22][B-](F)(F)F.[K+], predict the reaction product. The product is: [CH:1]1([C:5]2[C:6]([C:7]#[N:8])=[CH:9][C:10]([CH2:20][O:21][CH3:22])=[N:11][CH:12]=2)[CH2:2][CH2:3][CH2:4]1.